From a dataset of Reaction yield outcomes from USPTO patents with 853,638 reactions. Predict the reaction yield, written as a fraction of the theoretical maximum amount of product (1.0 means a 100% yield; for example, 0.34 means a 34% yield). (1) The reactants are [CH:1]1([N:5]2[CH2:10][CH:9]3[CH:7]([CH:8]3[C:11]([OH:13])=O)[CH2:6]2)[CH2:4][CH2:3][CH2:2]1.P(Cl)(Cl)(Cl)=O.[NH2:19][C:20]1[C:29]([Cl:30])=[CH:28][C:27]([C:31]([NH:33][NH2:34])=O)=[C:26]2[C:21]=1[CH2:22][CH2:23][CH2:24][O:25]2. No catalyst specified. The product is [Cl:30][C:29]1[C:20]([NH2:19])=[C:21]2[C:26](=[C:27]([C:31]3[O:13][C:11]([CH:8]4[CH:7]5[CH:9]4[CH2:10][N:5]([CH:1]4[CH2:2][CH2:3][CH2:4]4)[CH2:6]5)=[N:34][N:33]=3)[CH:28]=1)[O:25][CH2:24][CH2:23][CH2:22]2. The yield is 0.140. (2) No catalyst specified. The yield is 0.420. The reactants are [F:1][C:2]([F:7])([F:6])[C:3]([OH:5])=[O:4].FC(F)(F)C(O)=O.[Cl:15][C:16]1[CH:17]=[N:18][C:19]2[NH:20][C:21]3[CH:22]=[CH:23][CH:24]=[C:25]([CH:46]=3)[CH2:26][CH2:27][C:28]3[CH:36]=[C:32]([NH:33][C:34]=1[N:35]=2)[CH:31]=[CH:30][C:29]=3[NH:37][C:38]([CH:40]1[CH2:45][CH2:44][CH2:43][NH:42][CH2:41]1)=[O:39].[C:47]1([N:53]=[C:54]=[O:55])[CH:52]=[CH:51][CH:50]=[CH:49][CH:48]=1. The product is [F:1][C:2]([F:7])([F:6])[C:3]([OH:5])=[O:4].[Cl:15][C:16]1[CH:17]=[N:18][C:19]2[NH:20][C:21]3[CH:22]=[CH:23][CH:24]=[C:25]([CH:46]=3)[CH2:26][CH2:27][C:28]3[CH:36]=[C:32]([NH:33][C:34]=1[N:35]=2)[CH:31]=[CH:30][C:29]=3[NH:37][C:38]([CH:40]1[CH2:45][CH2:44][CH2:43][N:42]([C:54]([NH:53][C:47]2[CH:52]=[CH:51][CH:50]=[CH:49][CH:48]=2)=[O:55])[CH2:41]1)=[O:39]. (3) The reactants are [CH2:1]([N:3]([CH2:6][CH3:7])[CH2:4][CH3:5])[CH3:2].Cl.[F:9][C:10]([F:29])([S:25]([O-:28])(=[O:27])=[O:26])[CH:11]([O:16][C:17](=[O:24])[C:18]1[CH:23]=[CH:22][CH:21]=[CH:20][CH:19]=1)[C:12]([F:15])([F:14])[F:13].[Na+].ClCCl. The catalyst is O.C(OCC)C. The product is [F:29][C:10]([F:9])([S:25]([O-:28])(=[O:26])=[O:27])[CH:11]([O:16][C:17](=[O:24])[C:18]1[CH:23]=[CH:22][CH:21]=[CH:20][CH:19]=1)[C:12]([F:13])([F:15])[F:14].[CH2:1]([NH+:3]([CH2:6][CH3:7])[CH2:4][CH3:5])[CH3:2]. The yield is 0.750.